The task is: Predict the reaction yield, written as a fraction of the theoretical maximum amount of product (1.0 means a 100% yield; for example, 0.34 means a 34% yield).. This data is from Reaction yield outcomes from USPTO patents with 853,638 reactions. (1) The reactants are [Cl:1][C:2]1[N:7]=[C:6](Cl)[C:5]([N:9]([OH:11])[OH:10])=[CH:4][N:3]=1.[NH2:12][CH2:13][C@@H:14]1[CH2:18][CH2:17][CH2:16][N:15]1[C:19]([O:21][C:22]([CH3:25])([CH3:24])[CH3:23])=[O:20].CCN(C(C)C)C(C)C. The catalyst is C(Cl)Cl. The product is [Cl:1][C:2]1[N:7]=[C:6]([NH:12][CH2:13][C@@H:14]2[CH2:18][CH2:17][CH2:16][N:15]2[C:19]([O:21][C:22]([CH3:25])([CH3:24])[CH3:23])=[O:20])[C:5]([N:9]([OH:11])[OH:10])=[CH:4][N:3]=1. The yield is 0.710. (2) The reactants are FC(F)(F)S(OS(C(F)(F)F)(=O)=O)(=O)=O.C1(P(=O)(C2C=CC=CC=2)C2C=CC=CC=2)C=CC=CC=1.C([S:43][CH:44]([CH2:73][N:74]1[CH2:79][CH2:78][S:77](=[O:81])(=[O:80])[CH2:76][CH2:75]1)[CH2:45][NH:46][C:47]([C:49]1[NH:50][C:51]2[C:56]([CH:57]=1)=[CH:55][C:54]([O:58][CH2:59][CH2:60][O:61][CH3:62])=[CH:53][C:52]=2[NH:63][S:64]([C:67]1[CH:72]=[CH:71][CH:70]=[CH:69][N:68]=1)(=[O:66])=[O:65])=O)C1C=CC=CC=1.C1(SC)C=CC=CC=1. The catalyst is ClCCl.O. The product is [O:80]=[S:77]1(=[O:81])[CH2:76][CH2:75][N:74]([CH2:73][CH:44]2[S:43][C:47]([C:49]3[NH:50][C:51]4[C:56]([CH:57]=3)=[CH:55][C:54]([O:58][CH2:59][CH2:60][O:61][CH3:62])=[CH:53][C:52]=4[NH:63][S:64]([C:67]3[CH:72]=[CH:71][CH:70]=[CH:69][N:68]=3)(=[O:66])=[O:65])=[N:46][CH2:45]2)[CH2:79][CH2:78]1. The yield is 0.440. (3) The reactants are [Br:1][C:2]1[CH:6]=[CH:5][NH:4][C:3]=1[C:7]([OH:9])=O.CN(C(ON1N=NC2C=CC=NC1=2)=[N+](C)C)C.F[P-](F)(F)(F)(F)F.CCN(C(C)C)C(C)C.[NH2:43][CH2:44][C:45]1[C:46]([F:62])=[C:47]([O:52][C:53]2[CH:54]=[C:55]([CH:58]=[C:59]([Cl:61])[CH:60]=2)[C:56]#[N:57])[C:48]([Cl:51])=[CH:49][CH:50]=1. The catalyst is CN(C=O)C.CCOC(C)=O.O. The product is [Br:1][C:2]1[CH:6]=[CH:5][NH:4][C:3]=1[C:7]([NH:43][CH2:44][C:45]1[CH:50]=[CH:49][C:48]([Cl:51])=[C:47]([O:52][C:53]2[CH:54]=[C:55]([C:56]#[N:57])[CH:58]=[C:59]([Cl:61])[CH:60]=2)[C:46]=1[F:62])=[O:9]. The yield is 0.0880. (4) The reactants are I[C:2]1[C:10]2[C:5](=[N:6][CH:7]=[N:8][C:9]=2[NH2:11])[N:4]([CH:12]([CH3:14])[CH3:13])[N:3]=1.CC1(C)C(C)(C)OB([C:23]2[CH:35]=[CH:34][C:26]3[N:27]=[C:28]([NH:30][C:31](=[O:33])[CH3:32])[S:29][C:25]=3[CH:24]=2)O1.C1(P(C2C=CC=CC=2)C2C=CC=CC=2)C=CC=CC=1.C([O-])([O-])=O.[Na+].[Na+]. The catalyst is CN(C=O)C.CCO.O.CC([O-])=O.CC([O-])=O.[Pd+2]. The product is [NH2:11][C:9]1[N:8]=[CH:7][N:6]=[C:5]2[N:4]([CH:12]([CH3:14])[CH3:13])[N:3]=[C:2]([C:23]3[CH:35]=[CH:34][C:26]4[N:27]=[C:28]([NH:30][C:31](=[O:33])[CH3:32])[S:29][C:25]=4[CH:24]=3)[C:10]=12. The yield is 0.482. (5) The reactants are [CH:1]1([NH:7][C:8]([NH:10][C:11]2[N:12]=[C:13]3[CH:19]=[CH:18][N:17]([CH2:20][O:21][CH2:22][CH2:23][Si:24]([CH3:27])([CH3:26])[CH3:25])[C:14]3=[N:15][CH:16]=2)=[O:9])[CH2:6][CH2:5][CH2:4][CH2:3][CH2:2]1.C1C(=O)N([I:35])C(=O)C1. The catalyst is CC(C)=O. The product is [CH:1]1([NH:7][C:8]([NH:10][C:11]2[N:12]=[C:13]3[C:19]([I:35])=[CH:18][N:17]([CH2:20][O:21][CH2:22][CH2:23][Si:24]([CH3:27])([CH3:26])[CH3:25])[C:14]3=[N:15][CH:16]=2)=[O:9])[CH2:6][CH2:5][CH2:4][CH2:3][CH2:2]1. The yield is 0.450. (6) The reactants are [OH:1][C@H:2]1[CH2:7][CH2:6][CH2:5][N:4]([C:8]2[N:9]=[C:10]3[CH:27]=[C:26](/[CH:28]=[CH:29]/[C:30]4[S:31][CH:32]=[C:33]([CH:35]([CH3:37])[CH3:36])[N:34]=4)[CH:25]=[CH:24][N:11]3[C:12](=[O:23])[C:13]=2/[CH:14]=[CH:15]/[C:16]([O:18]C(C)(C)C)=[O:17])[CH2:3]1.OC1CCCN(C2N=C3C=C(/C=C/C4SC=C(C(C)C)N=4)C=CN3C(=O)C=2/C=C/C(O)=O)C1. No catalyst specified. The product is [OH:1][C@H:2]1[CH2:7][CH2:6][CH2:5][N:4]([C:8]2[N:9]=[C:10]3[CH:27]=[C:26](/[CH:28]=[CH:29]/[C:30]4[S:31][CH:32]=[C:33]([CH:35]([CH3:37])[CH3:36])[N:34]=4)[CH:25]=[CH:24][N:11]3[C:12](=[O:23])[C:13]=2/[CH:14]=[CH:15]/[C:16]([OH:18])=[O:17])[CH2:3]1. The yield is 0.550. (7) The reactants are C(OC(=O)C1C=CC(N2CCC(N[C:19]3[CH:20]=[N:21][CH:22]=[CH:23][CH:24]=3)C2)=CC=1)(C)(C)C.C(OC(=O)C1C=C[C:35]([N:38]2[CH2:42][CH2:41][C:40](=O)[CH2:39]2)=CC=1)(C)(C)C.[NH2:45]C1C=NC=CC=1. No catalyst specified. The product is [N:38]1[C:35]([NH2:45])=[CH:39][CH:40]=[CH:41][C:42]=1[C:19]1[CH:20]=[N:21][CH:22]=[CH:23][CH:24]=1. The yield is 0.760. (8) The reactants are Br[C:2]1[CH:8]=[C:7]([N+:9]([O-:11])=[O:10])[CH:6]=[CH:5][C:3]=1[NH2:4].[CH3:12][C:13]([CH3:20])([C:18]#[CH:19])[C:14]([O:16][CH3:17])=[O:15].C(N(CC)CC)C. The catalyst is C1(C)C=CC=CC=1.O.[Cu]I.C1C=CC([P]([Pd]([P](C2C=CC=CC=2)(C2C=CC=CC=2)C2C=CC=CC=2)([P](C2C=CC=CC=2)(C2C=CC=CC=2)C2C=CC=CC=2)[P](C2C=CC=CC=2)(C2C=CC=CC=2)C2C=CC=CC=2)(C2C=CC=CC=2)C2C=CC=CC=2)=CC=1. The product is [NH2:4][C:3]1[CH:5]=[CH:6][C:7]([N+:9]([O-:11])=[O:10])=[CH:8][C:2]=1[C:19]#[C:18][C:13]([CH3:20])([CH3:12])[C:14]([O:16][CH3:17])=[O:15]. The yield is 0.0900. (9) The reactants are Cl[CH2:2][CH2:3][CH2:4][C:5]([NH:7][C@@H:8]([C:10]1[N:11]([CH3:22])[CH:12]=[C:13]([C:15]2[CH:20]=[CH:19][C:18]([I:21])=[CH:17][CH:16]=2)[N:14]=1)[CH3:9])=[O:6].C1COCC1.CC(C)([O-])C.[K+].CCOC(C)=O. The catalyst is O. The product is [I:21][C:18]1[CH:19]=[CH:20][C:15]([C:13]2[N:14]=[C:10]([C@H:8]([N:7]3[CH2:2][CH2:3][CH2:4][C:5]3=[O:6])[CH3:9])[N:11]([CH3:22])[CH:12]=2)=[CH:16][CH:17]=1. The yield is 0.860. (10) The reactants are [O:1]1[CH2:6][CH2:5][N:4]([C:7]2[C:8]([CH:13]=[O:14])=[N:9][CH:10]=[CH:11][CH:12]=2)[CH2:3][CH2:2]1.[BH4-].[Na+].[OH-].[Na+]. The catalyst is CO. The product is [O:1]1[CH2:6][CH2:5][N:4]([C:7]2[C:8]([CH2:13][OH:14])=[N:9][CH:10]=[CH:11][CH:12]=2)[CH2:3][CH2:2]1. The yield is 0.980.